This data is from Full USPTO retrosynthesis dataset with 1.9M reactions from patents (1976-2016). The task is: Predict the reactants needed to synthesize the given product. (1) Given the product [CH2:1]([O:4][N:5]1[C:41](=[O:43])[N:8]2[CH2:7][C@H:6]1[CH:11]=[C:10]([CH2:12][CH2:13][O:14][Si:15]([C:18]([CH3:21])([CH3:19])[CH3:20])([CH3:16])[CH3:17])[C@H:9]2[CH2:22][O:23][Si:24]([C:27]([CH3:30])([CH3:29])[CH3:28])([CH3:25])[CH3:26])[CH:2]=[CH2:3], predict the reactants needed to synthesize it. The reactants are: [CH2:1]([O:4][NH:5][C@@H:6]1[CH:11]=[C:10]([CH2:12][CH2:13][O:14][Si:15]([C:18]([CH3:21])([CH3:20])[CH3:19])([CH3:17])[CH3:16])[CH:9]([CH2:22][O:23][Si:24]([C:27]([CH3:30])([CH3:29])[CH3:28])([CH3:26])[CH3:25])[NH:8][CH2:7]1)[CH:2]=[CH2:3].C(N(C(C)C)CC)(C)C.Cl[C:41](Cl)([O:43]C(=O)OC(Cl)(Cl)Cl)Cl. (2) Given the product [CH3:15][O:16][C:17]1[CH:18]=[C:19]2[C:24](=[CH:25][C:26]=1[O:27][CH3:28])[N:23]=[CH:22][N:21]=[C:20]2[O:29][C:30]1[CH:36]=[CH:35][C:33]([NH:34][C:13]([NH:12][C:10](=[O:11])[C:7]2[CH:6]=[CH:5][C:4]([N+:1]([O-:3])=[O:2])=[CH:9][CH:8]=2)=[S:14])=[CH:32][CH:31]=1, predict the reactants needed to synthesize it. The reactants are: [N+:1]([C:4]1[CH:9]=[CH:8][C:7]([C:10]([N:12]=[C:13]=[S:14])=[O:11])=[CH:6][CH:5]=1)([O-:3])=[O:2].[CH3:15][O:16][C:17]1[CH:18]=[C:19]2[C:24](=[CH:25][C:26]=1[O:27][CH3:28])[N:23]=[CH:22][N:21]=[C:20]2[O:29][C:30]1[CH:36]=[CH:35][C:33]([NH2:34])=[CH:32][CH:31]=1.C1(C)C=CC=CC=1. (3) Given the product [CH3:1][C:2]([CH3:31])([CH3:30])[CH2:3][N:4]([C:23]1[CH:28]=[CH:27][CH:26]=[C:25]([CH3:29])[N:24]=1)[C:5](=[O:22])[C:6]1[CH:11]=[CH:10][C:9]([O:12][CH3:13])=[CH:8][C:7]=1[N:14]1[CH2:15][CH2:16][CH:17]([CH:20]([OH:21])[CH3:34])[CH2:18][CH2:19]1, predict the reactants needed to synthesize it. The reactants are: [CH3:1][C:2]([CH3:31])([CH3:30])[CH2:3][N:4]([C:23]1[CH:28]=[CH:27][CH:26]=[C:25]([CH3:29])[N:24]=1)[C:5](=[O:22])[C:6]1[CH:11]=[CH:10][C:9]([O:12][CH3:13])=[CH:8][C:7]=1[N:14]1[CH2:19][CH2:18][CH:17]([CH:20]=[O:21])[CH2:16][CH2:15]1.[Cl-].[NH4+].[CH2:34]1COCC1.